Dataset: Reaction yield outcomes from USPTO patents with 853,638 reactions. Task: Predict the reaction yield, written as a fraction of the theoretical maximum amount of product (1.0 means a 100% yield; for example, 0.34 means a 34% yield). (1) The reactants are [CH:1]1([C:4]2[N:8](C(OC(C)(C)C)=O)[N:7]=[C:6]([NH:16][C:17]3[C:22](I)=[CH:21][N:20]=[C:19]([C:24]4[CH:29]=[CH:28][CH:27]=[CH:26][CH:25]=4)[N:18]=3)[CH:5]=2)[CH2:3][CH2:2]1.[CH3:30][O:31][CH2:32]/[CH:33]=[CH:34]/B1OC(C)(C)C(C)(C)O1.C([O-])([O-])=O.[K+].[K+]. The catalyst is CN(C=O)C. The product is [CH:1]1([C:4]2[NH:8][N:7]=[C:6]([NH:16][C:17]3[C:22](/[CH:34]=[CH:33]/[CH2:32][O:31][CH3:30])=[CH:21][N:20]=[C:19]([C:24]4[CH:29]=[CH:28][CH:27]=[CH:26][CH:25]=4)[N:18]=3)[CH:5]=2)[CH2:2][CH2:3]1. The yield is 0.0200. (2) The reactants are [F:1][C:2]1[CH:25]=[CH:24][C:5]([CH2:6][O:7][CH2:8][C:9]([NH:11][CH2:12][CH2:13][CH2:14][C:15]2[CH:20]=[CH:19][C:18]([CH2:21]C=O)=CC=2)=[O:10])=[CH:4][CH:3]=1.FC1C=CC([CH2:31][O:32]CC(NCCCC2C=CC(CCO)=CC=2)=O)=CC=1. No catalyst specified. The product is [F:1][C:2]1[CH:3]=[CH:4][C:5]([CH2:6][O:7][CH2:8][C:9]([NH:11][CH2:12][CH2:13][C:14]2[CH:15]=[CH:20][C:19]([CH:31]=[O:32])=[CH:18][CH:21]=2)=[O:10])=[CH:24][CH:25]=1. The yield is 0.770. (3) The reactants are C(=O)([O-])[O-].[Na+].[Na+].O.Cl.[NH:9]1[CH2:14][CH2:13][C:12](=[O:15])[CH2:11][CH2:10]1.[C:16](O[C:16]([O:18][C:19]([CH3:22])([CH3:21])[CH3:20])=[O:17])([O:18][C:19]([CH3:22])([CH3:21])[CH3:20])=[O:17]. The catalyst is O. The product is [C:19]([O:18][C:16]([N:9]1[CH2:14][CH2:13][C:12](=[O:15])[CH2:11][CH2:10]1)=[O:17])([CH3:22])([CH3:21])[CH3:20]. The yield is 0.810. (4) The reactants are [Cl:1][C:2]1[CH:3]=[C:4]([N:12]([CH2:20][CH3:21])[CH:13]2[CH2:18][CH2:17][N:16]([CH3:19])[CH2:15][CH2:14]2)[C:5]([CH3:11])=[C:6]([CH:10]=1)[C:7]([OH:9])=O.Cl.[NH2:23][CH2:24][C:25]1[C:26](=[O:35])[NH:27][C:28]([CH3:34])=[CH:29][C:30]=1[CH2:31][CH2:32][CH3:33].C1CN([P+](ON2N=NC3C=CC=CC2=3)(N2CCCC2)N2CCCC2)CC1.F[P-](F)(F)(F)(F)F.CCN(C(C)C)C(C)C. The catalyst is CS(C)=O. The product is [Cl:1][C:2]1[CH:3]=[C:4]([N:12]([CH2:20][CH3:21])[CH:13]2[CH2:18][CH2:17][N:16]([CH3:19])[CH2:15][CH2:14]2)[C:5]([CH3:11])=[C:6]([CH:10]=1)[C:7]([NH:23][CH2:24][C:25]1[C:26](=[O:35])[NH:27][C:28]([CH3:34])=[CH:29][C:30]=1[CH2:31][CH2:32][CH3:33])=[O:9]. The yield is 0.170. (5) The product is [Cl:2][C:3]1[CH:4]=[C:5]([CH:10]([C:12]2[O:16][CH:15]=[N:14][CH:13]=2)[NH:11][C:25]([N:46]2[CH2:47][CH2:48][C:42]3[CH:41]=[N:40][C:39]([NH:38][CH:35]4[CH2:34][CH2:33][O:32][CH2:37][CH2:36]4)=[N:44][C:43]=3[CH2:45]2)=[O:26])[CH:6]=[CH:7][C:8]=1[Cl:9]. The reactants are Cl.[Cl:2][C:3]1[CH:4]=[C:5]([CH:10]([C:12]2[O:16][CH:15]=[N:14][CH:13]=2)[NH2:11])[CH:6]=[CH:7][C:8]=1[Cl:9].C(Cl)Cl.C1N=CN([C:25](N2C=NC=C2)=[O:26])C=1.[O:32]1[CH2:37][CH2:36][CH:35]([NH:38][C:39]2[N:40]=[CH:41][C:42]3[CH2:48][CH2:47][NH:46][CH2:45][C:43]=3[N:44]=2)[CH2:34][CH2:33]1. The yield is 0.209. The catalyst is O.C1COCC1. (6) The reactants are C([O:3][P:4]([CH:9]([C:36]#[N:37])[CH2:10][C:11]([CH2:34][CH3:35])=[CH:12][CH2:13][C:14]1[C:15]([O:27]CC[Si](C)(C)C)=[C:16]2[C:20](=[C:21]([CH3:25])[C:22]=1[O:23][CH3:24])[CH2:19][O:18][C:17]2=[O:26])(=[O:8])[O:5]CC)C. The catalyst is C(O)(C(F)(F)F)=O.C(Cl)Cl. The product is [C:36]([CH:9]([P:4](=[O:3])([OH:5])[OH:8])[CH2:10][C:11]([CH2:34][CH3:35])=[CH:12][CH2:13][C:14]1[C:15]([OH:27])=[C:16]2[C:20](=[C:21]([CH3:25])[C:22]=1[O:23][CH3:24])[CH2:19][O:18][C:17]2=[O:26])#[N:37]. The yield is 0.610. (7) The reactants are [Br:1][C:2]1[CH:7]=[CH:6][C:5](F)=[C:4]([N+:9]([O-:11])=[O:10])[CH:3]=1.C(=O)([O-])[O-].[K+].[K+].[CH3:18][NH2:19]. The catalyst is ClCCl. The product is [Br:1][C:2]1[CH:7]=[CH:6][C:5]([NH:19][CH3:18])=[C:4]([N+:9]([O-:11])=[O:10])[CH:3]=1. The yield is 0.970.